This data is from NCI-60 drug combinations with 297,098 pairs across 59 cell lines. The task is: Regression. Given two drug SMILES strings and cell line genomic features, predict the synergy score measuring deviation from expected non-interaction effect. (1) Drug 1: CC1=C2C(C(=O)C3(C(CC4C(C3C(C(C2(C)C)(CC1OC(=O)C(C(C5=CC=CC=C5)NC(=O)OC(C)(C)C)O)O)OC(=O)C6=CC=CC=C6)(CO4)OC(=O)C)O)C)O. Drug 2: CC1CCC2CC(C(=CC=CC=CC(CC(C(=O)C(C(C(=CC(C(=O)CC(OC(=O)C3CCCCN3C(=O)C(=O)C1(O2)O)C(C)CC4CCC(C(C4)OC)OCCO)C)C)O)OC)C)C)C)OC. Cell line: PC-3. Synergy scores: CSS=6.70, Synergy_ZIP=2.56, Synergy_Bliss=5.36, Synergy_Loewe=4.45, Synergy_HSA=4.77. (2) Drug 1: CCC1=CC2CC(C3=C(CN(C2)C1)C4=CC=CC=C4N3)(C5=C(C=C6C(=C5)C78CCN9C7C(C=CC9)(C(C(C8N6C)(C(=O)OC)O)OC(=O)C)CC)OC)C(=O)OC.C(C(C(=O)O)O)(C(=O)O)O. Drug 2: CN1C2=C(C=C(C=C2)N(CCCl)CCCl)N=C1CCCC(=O)O.Cl. Cell line: HL-60(TB). Synergy scores: CSS=34.0, Synergy_ZIP=5.79, Synergy_Bliss=5.26, Synergy_Loewe=-23.8, Synergy_HSA=3.70. (3) Drug 1: CCC1(CC2CC(C3=C(CCN(C2)C1)C4=CC=CC=C4N3)(C5=C(C=C6C(=C5)C78CCN9C7C(C=CC9)(C(C(C8N6C)(C(=O)OC)O)OC(=O)C)CC)OC)C(=O)OC)O.OS(=O)(=O)O. Drug 2: CC(C)CN1C=NC2=C1C3=CC=CC=C3N=C2N. Cell line: LOX IMVI. Synergy scores: CSS=-0.975, Synergy_ZIP=0.184, Synergy_Bliss=-1.89, Synergy_Loewe=-0.312, Synergy_HSA=-1.60. (4) Drug 1: CC1=CC2C(CCC3(C2CCC3(C(=O)C)OC(=O)C)C)C4(C1=CC(=O)CC4)C. Drug 2: C1=CC(=CC=C1C#N)C(C2=CC=C(C=C2)C#N)N3C=NC=N3. Cell line: HOP-92. Synergy scores: CSS=-4.92, Synergy_ZIP=2.64, Synergy_Bliss=-4.59, Synergy_Loewe=-48.4, Synergy_HSA=-13.0. (5) Drug 1: CC1CCC2CC(C(=CC=CC=CC(CC(C(=O)C(C(C(=CC(C(=O)CC(OC(=O)C3CCCCN3C(=O)C(=O)C1(O2)O)C(C)CC4CCC(C(C4)OC)O)C)C)O)OC)C)C)C)OC. Drug 2: CCC1(CC2CC(C3=C(CCN(C2)C1)C4=CC=CC=C4N3)(C5=C(C=C6C(=C5)C78CCN9C7C(C=CC9)(C(C(C8N6C)(C(=O)OC)O)OC(=O)C)CC)OC)C(=O)OC)O.OS(=O)(=O)O. Cell line: HS 578T. Synergy scores: CSS=-2.78, Synergy_ZIP=3.56, Synergy_Bliss=3.92, Synergy_Loewe=-1.02, Synergy_HSA=-2.00. (6) Drug 1: C1CN(P(=O)(OC1)NCCCl)CCCl. Drug 2: C1C(C(OC1N2C=NC(=NC2=O)N)CO)O. Cell line: MDA-MB-435. Synergy scores: CSS=2.38, Synergy_ZIP=-1.88, Synergy_Bliss=-3.47, Synergy_Loewe=-5.45, Synergy_HSA=-2.35. (7) Drug 1: CC1=C2C(C(=O)C3(C(CC4C(C3C(C(C2(C)C)(CC1OC(=O)C(C(C5=CC=CC=C5)NC(=O)OC(C)(C)C)O)O)OC(=O)C6=CC=CC=C6)(CO4)OC(=O)C)OC)C)OC. Drug 2: C1CN(P(=O)(OC1)NCCCl)CCCl. Cell line: A549. Synergy scores: CSS=62.1, Synergy_ZIP=13.3, Synergy_Bliss=12.9, Synergy_Loewe=-14.2, Synergy_HSA=13.4.